From a dataset of Forward reaction prediction with 1.9M reactions from USPTO patents (1976-2016). Predict the product of the given reaction. Given the reactants [F:1][C:2]([F:14])([F:13])[CH:3]1[C:12]2[C:7](=[CH:8][CH:9]=[CH:10][CH:11]=2)[NH:6][CH2:5][CH2:4]1.Br[CH:16]([CH3:22])[C:17]([O:19][CH2:20][CH3:21])=[O:18].CCN(C(C)C)C(C)C, predict the reaction product. The product is: [F:14][C:2]([F:1])([F:13])[CH:3]1[C:12]2[C:7](=[CH:8][CH:9]=[CH:10][CH:11]=2)[N:6]([CH:16]([CH3:22])[C:17]([O:19][CH2:20][CH3:21])=[O:18])[CH2:5][CH2:4]1.